This data is from Full USPTO retrosynthesis dataset with 1.9M reactions from patents (1976-2016). The task is: Predict the reactants needed to synthesize the given product. (1) Given the product [CH2:23]([O:22][C:20](=[O:21])[C:19](=[N:13][NH:6][C:5]1[CH:7]=[CH:8][C:2]([F:1])=[CH:3][C:4]=1[N+:9]([O-:11])=[O:10])[CH3:18])[CH3:24], predict the reactants needed to synthesize it. The reactants are: [F:1][C:2]1[CH:8]=[CH:7][C:5]([NH2:6])=[C:4]([N+:9]([O-:11])=[O:10])[CH:3]=1.Cl.[N+:13]([O-])([O-])=O.[Na+].[CH3:18][CH:19](C(C)=O)[C:20]([O:22][CH2:23][CH3:24])=[O:21].[OH-].[Na+]. (2) Given the product [OH:1][CH:2]([C:19]1[CH:24]=[CH:23][CH:22]=[CH:21][CH:20]=1)[C:3]1[CH:4]=[C:5]([C:16]([NH:36][C@@H:34]([C:31]2[CH:32]=[N:33][C:28]([CH3:27])=[CH:29][CH:30]=2)[CH3:35])=[O:17])[CH:6]=[C:7]([C:9]2[CH:10]=[CH:11][C:12]([CH3:15])=[CH:13][CH:14]=2)[CH:8]=1, predict the reactants needed to synthesize it. The reactants are: [OH:1][CH:2]([C:19]1[CH:24]=[CH:23][CH:22]=[CH:21][CH:20]=1)[C:3]1[CH:4]=[C:5]([C:16](O)=[O:17])[CH:6]=[C:7]([C:9]2[CH:14]=[CH:13][C:12]([CH3:15])=[CH:11][CH:10]=2)[CH:8]=1.Cl.Cl.[CH3:27][C:28]1[N:33]=[CH:32][C:31]([C@H:34]([NH2:36])[CH3:35])=[CH:30][CH:29]=1.F[P-](F)(F)(F)(F)F.C[N+](C)=C(N(C)C)ON1C2N=CC=CC=2N=N1.C(N(CC)C(C)C)(C)C. (3) Given the product [Cl:8][C:9]1[CH:10]=[C:11]([F:34])[C:12]([N:13]2[C:14](=[S:15])[N:16]3[CH2:17][O:18][CH2:19][CH2:20][N:21]3[C:22]2=[O:23])=[CH:26][C:27]=1[C:28]([O:30][CH:31]([CH3:33])[CH3:32])=[O:29], predict the reactants needed to synthesize it. The reactants are: C(N(CC)CC)C.[Cl:8][C:9]1[C:27]([C:28]([O:30][CH:31]([CH3:33])[CH3:32])=[O:29])=[CH:26][C:12]([NH:13][C:14]([N:16]2[N:21]([C:22](OC)=[O:23])[CH2:20][CH2:19][O:18][CH2:17]2)=[S:15])=[C:11]([F:34])[CH:10]=1. (4) Given the product [CH2:23]([O:22][CH2:21][CH2:20][O:1][CH:2]1[CH2:6][CH2:5][N:4]([C:7]([O:9][CH2:10][C:11]2[CH:16]=[CH:15][CH:14]=[CH:13][CH:12]=2)=[O:8])[CH2:3]1)[C:24]1[CH:29]=[CH:28][CH:27]=[CH:26][CH:25]=1, predict the reactants needed to synthesize it. The reactants are: [OH:1][CH:2]1[CH2:6][CH2:5][N:4]([C:7]([O:9][CH2:10][C:11]2[CH:16]=[CH:15][CH:14]=[CH:13][CH:12]=2)=[O:8])[CH2:3]1.[H-].[Na+].Br[CH2:20][CH2:21][O:22][CH2:23][C:24]1[CH:29]=[CH:28][CH:27]=[CH:26][CH:25]=1. (5) Given the product [CH:26]1([CH2:29][NH:30][C:31]([NH:32][C:33]2[CH:34]=[CH:35][C:36]([C:37]([N:7]3[C@H:6]([CH3:8])[CH2:5][N:4]([CH2:9][C:10]4[CH:11]=[CH:12][C:13]([C:16]([OH:25])([C:21]([F:24])([F:23])[F:22])[C:17]([F:18])([F:19])[F:20])=[CH:14][CH:15]=4)[CH2:3][C@@H:2]3[CH3:1])=[O:38])=[CH:40][CH:41]=2)=[O:42])[CH2:28][CH2:27]1, predict the reactants needed to synthesize it. The reactants are: [CH3:1][C@H:2]1[NH:7][C@@H:6]([CH3:8])[CH2:5][N:4]([CH2:9][C:10]2[CH:15]=[CH:14][C:13]([C:16]([OH:25])([C:21]([F:24])([F:23])[F:22])[C:17]([F:20])([F:19])[F:18])=[CH:12][CH:11]=2)[CH2:3]1.[CH:26]1([CH2:29][NH:30][C:31](=[O:42])[NH:32][C:33]2[CH:41]=[CH:40][C:36]([C:37](O)=[O:38])=[CH:35][CH:34]=2)[CH2:28][CH2:27]1.C(N(CC)CC)C.CCCP1(OP(CCC)(=O)OP(CCC)(=O)O1)=O. (6) Given the product [CH2:16]([N:7]1[C:8](=[O:15])[C:9]2[CH:14]=[CH:13][S:12][C:10]=2[N:11]=[C:6]1[CH:2]([NH:1][CH2:43][CH:42]([F:45])[CH2:41][O:40][Si:23]([C:36]([CH3:39])([CH3:38])[CH3:37])([C:30]1[CH:31]=[CH:32][CH:33]=[CH:34][CH:35]=1)[C:24]1[CH:29]=[CH:28][CH:27]=[CH:26][CH:25]=1)[CH:3]([CH3:5])[CH3:4])[C:17]1[CH:22]=[CH:21][CH:20]=[CH:19][CH:18]=1, predict the reactants needed to synthesize it. The reactants are: [NH2:1][CH:2]([C:6]1[N:7]([CH2:16][C:17]2[CH:22]=[CH:21][CH:20]=[CH:19][CH:18]=2)[C:8](=[O:15])[C:9]2[CH:14]=[CH:13][S:12][C:10]=2[N:11]=1)[CH:3]([CH3:5])[CH3:4].[Si:23]([O:40][CH2:41][CH:42]([F:45])[CH:43]=O)([C:36]([CH3:39])([CH3:38])[CH3:37])([C:30]1[CH:35]=[CH:34][CH:33]=[CH:32][CH:31]=1)[C:24]1[CH:29]=[CH:28][CH:27]=[CH:26][CH:25]=1.C(O)(=O)C.C(O[BH-](OC(=O)C)OC(=O)C)(=O)C.[Na+]. (7) Given the product [CH3:12][N:13]1[CH2:18][CH2:17][CH:16]([N:1]2[CH2:7][CH2:6][CH2:5][CH2:4][C:3]3[CH:8]=[CH:9][CH:10]=[CH:11][C:2]2=3)[CH2:15][CH2:14]1, predict the reactants needed to synthesize it. The reactants are: [NH:1]1[CH2:7][CH2:6][CH2:5][CH2:4][C:3]2[CH:8]=[CH:9][CH:10]=[CH:11][C:2]1=2.[CH3:12][N:13]1[CH2:18][CH2:17][C:16](=O)[CH2:15][CH2:14]1.C(O)(=O)C.[BH3-]C#N.[Na+].